Dataset: Orexin1 receptor HTS with 218,158 compounds and 233 confirmed actives. Task: Binary Classification. Given a drug SMILES string, predict its activity (active/inactive) in a high-throughput screening assay against a specified biological target. (1) The molecule is O(C(=O)/C=C\c1ccc(n2ccnc2)cc1)C. The result is 0 (inactive). (2) The molecule is Brc1c2nc(sc2ccc1)NC(=O)C1CC1. The result is 0 (inactive).